This data is from Peptide-MHC class I binding affinity with 185,985 pairs from IEDB/IMGT. The task is: Regression. Given a peptide amino acid sequence and an MHC pseudo amino acid sequence, predict their binding affinity value. This is MHC class I binding data. (1) The peptide sequence is ELADARRAL. The MHC is HLA-A02:01 with pseudo-sequence HLA-A02:01. The binding affinity (normalized) is 0. (2) The peptide sequence is VPLRPMTY. The MHC is HLA-A26:01 with pseudo-sequence HLA-A26:01. The binding affinity (normalized) is 0. (3) The peptide sequence is RWFVRNPFF. The MHC is HLA-C14:02 with pseudo-sequence HLA-C14:02. The binding affinity (normalized) is 0.480. (4) The peptide sequence is TTQIIKLLPF. The MHC is HLA-A26:01 with pseudo-sequence HLA-A26:01. The binding affinity (normalized) is 0.331. (5) The peptide sequence is HIPEVCLKW. The MHC is HLA-B15:01 with pseudo-sequence HLA-B15:01. The binding affinity (normalized) is 0.0847. (6) The peptide sequence is ILSVSSFLFV. The MHC is HLA-A02:02 with pseudo-sequence HLA-A02:02. The binding affinity (normalized) is 0.244.